This data is from Forward reaction prediction with 1.9M reactions from USPTO patents (1976-2016). The task is: Predict the product of the given reaction. (1) The product is: [CH2:20]([O:22][C:23]1[N:24]=[CH:25][C:26]([NH:29][C:30]([N:13]2[C@@H:14]3[CH2:18][N:17]([CH2:16][CH2:15]3)[C:11]3[CH:10]=[CH:9][C:8]([C:6]4[CH:5]=[CH:4][N:3]=[C:2]([CH3:1])[CH:7]=4)=[N:19][C:12]2=3)=[O:31])=[N:27][CH:28]=1)[CH3:21]. Given the reactants [CH3:1][C:2]1[CH:7]=[C:6]([C:8]2[CH:9]=[CH:10][C:11]3[N:17]4[CH2:18][C@H:14]([CH2:15][CH2:16]4)[NH:13][C:12]=3[N:19]=2)[CH:5]=[CH:4][N:3]=1.[CH2:20]([O:22][C:23]1[N:24]=[CH:25][C:26]([NH:29][C:30](=O)[O:31]C2C=CC=CC=2)=[N:27][CH:28]=1)[CH3:21].CO, predict the reaction product. (2) Given the reactants C([NH:8][C:9]1[C:10]([CH3:29])=[C:11]([CH3:28])[C:12]2[O:16][CH2:15][CH:14]([C:17]3[CH:22]=[CH:21][C:20]([CH:23]([CH3:25])[CH3:24])=[CH:19][CH:18]=3)[C:13]=2[C:26]=1[CH3:27])C1C=CC=CC=1.C([O-])=O.[NH4+], predict the reaction product. The product is: [CH:23]([C:20]1[CH:21]=[CH:22][C:17]([CH:14]2[C:13]3[C:26]([CH3:27])=[C:9]([NH2:8])[C:10]([CH3:29])=[C:11]([CH3:28])[C:12]=3[O:16][CH2:15]2)=[CH:18][CH:19]=1)([CH3:25])[CH3:24]. (3) Given the reactants C(N(CC)C(C)C)(C)C.[CH:10]1([N:13]2[CH:17]=[C:16]([C:18]3[CH:27]=[C:26]4[C:21]([NH:22][C@@H:23]([CH3:36])[CH2:24][N:25]4[C:28]([O:30][CH:31]4[CH2:35][CH2:34][CH2:33][CH2:32]4)=[O:29])=[CH:20][CH:19]=3)[CH:15]=[N:14]2)[CH2:12][CH2:11]1.Cl[C:38]([O:40][CH3:41])=[O:39], predict the reaction product. The product is: [CH:10]1([N:13]2[CH:17]=[C:16]([C:18]3[CH:27]=[C:26]4[C:21](=[CH:20][CH:19]=3)[N:22]([C:38]([O:40][CH3:41])=[O:39])[C@@H:23]([CH3:36])[CH2:24][N:25]4[C:28]([O:30][CH:31]3[CH2:32][CH2:33][CH2:34][CH2:35]3)=[O:29])[CH:15]=[N:14]2)[CH2:12][CH2:11]1. (4) The product is: [C:40]([O:42][C:2]1[CH:3]=[CH:4][C:5]([S:12]([N:36]2[CH2:35][CH2:34][N:33]([CH2:32][C:29]3[CH:28]=[CH:27][C:26]([F:25])=[CH:31][CH:30]=3)[CH2:38][CH2:37]2)(=[O:14])=[O:13])=[C:6]2[C:11]=1[N:10]=[CH:9][CH:8]=[CH:7]2)([CH3:43])([CH3:41])[CH3:39]. Given the reactants F[C:2]1[C:11]2[N:10]=[CH:9][CH:8]=[CH:7][C:6]=2[C:5]([S:12](Cl)(=[O:14])=[O:13])=[CH:4][CH:3]=1.CCN(C(C)C)C(C)C.[F:25][C:26]1[CH:31]=[CH:30][C:29]([CH2:32][N:33]2[CH2:38][CH2:37][NH:36][CH2:35][CH2:34]2)=[CH:28][CH:27]=1.[CH3:39][C:40]([CH3:43])([O-:42])[CH3:41].[K+].C([O-])(O)=O.[Na+], predict the reaction product. (5) The product is: [N:36]1([S:33]([N:6]([CH2:5][C:4]([OH:46])=[O:3])[CH2:7][C:8]2[CH:13]=[CH:12][CH:11]=[C:10]([O:14][CH2:15][CH2:16][C:17]3[N:18]=[C:19]([C:23]4[CH:24]=[CH:25][C:26]([C:29]([F:30])([F:31])[F:32])=[CH:27][CH:28]=4)[O:20][C:21]=3[CH3:22])[CH:9]=2)(=[O:35])=[O:34])[C:45]2[C:40](=[CH:41][CH:42]=[CH:43][CH:44]=2)[CH2:39][CH2:38][CH2:37]1. Given the reactants C([O:3][C:4](=[O:46])[CH2:5][N:6]([S:33]([N:36]1[C:45]2[C:40](=[CH:41][CH:42]=[CH:43][CH:44]=2)[CH2:39][CH2:38][CH2:37]1)(=[O:35])=[O:34])[CH2:7][C:8]1[CH:13]=[CH:12][CH:11]=[C:10]([O:14][CH2:15][CH2:16][C:17]2[N:18]=[C:19]([C:23]3[CH:28]=[CH:27][C:26]([C:29]([F:32])([F:31])[F:30])=[CH:25][CH:24]=3)[O:20][C:21]=2[CH3:22])[CH:9]=1)C.O.[OH-].[Li+], predict the reaction product. (6) Given the reactants [C:1]([C:4]1[CH:49]=[CH:48][C:7]([C:8]([N:10]2[CH2:16][C@H:15]([NH:17][C:18](=[O:30])[C@H:19]([N:21](C)[C:22](=O)OC(C)(C)C)[CH3:20])[C:14](=[O:31])[N:13]([CH2:32][C:33]3[C:42]4[C:37](=[CH:38][CH:39]=[CH:40][CH:41]=4)[CH:36]=[CH:35][C:34]=3[CH3:43])[C:12]3[CH:44]=[CH:45][CH:46]=[CH:47][C:11]2=3)=[O:9])=[CH:6][CH:5]=1)(=[O:3])[CH3:2].[ClH:50], predict the reaction product. The product is: [ClH:50].[C:1]([C:4]1[CH:5]=[CH:6][C:7]([C:8]([N:10]2[CH2:16][C@H:15]([NH:17][C:18](=[O:30])[C@H:19]([NH:21][CH3:22])[CH3:20])[C:14](=[O:31])[N:13]([CH2:32][C:33]3[C:42]4[C:37](=[CH:38][CH:39]=[CH:40][CH:41]=4)[CH:36]=[CH:35][C:34]=3[CH3:43])[C:12]3[CH:44]=[CH:45][CH:46]=[CH:47][C:11]2=3)=[O:9])=[CH:48][CH:49]=1)(=[O:3])[CH3:2].